Task: Predict the reactants needed to synthesize the given product.. Dataset: Full USPTO retrosynthesis dataset with 1.9M reactions from patents (1976-2016) (1) The reactants are: C[O:2][C:3]([C:5]12[CH2:14][CH:9]3[CH2:10][CH:11]([CH2:13][CH:7]([C:8]3=[O:15])[CH2:6]1)[CH2:12]2)=[O:4]. Given the product [O:15]=[C:8]1[CH:9]2[CH2:14][C:5]3([C:3]([OH:4])=[O:2])[CH2:12][CH:11]([CH2:13][CH:7]1[CH2:6]3)[CH2:10]2, predict the reactants needed to synthesize it. (2) The reactants are: [CH3:1][O:2][C:3]1[C:8]2[NH:9][C:10]([C:12]3[S:13][CH:14]=[CH:15][CH:16]=3)=[N:11][C:7]=2[C:6]([C:17]([OH:19])=O)=[CH:5][CH:4]=1.[CH3:20][N:21]([CH3:25])[CH2:22][CH2:23][NH2:24]. Given the product [CH3:20][N:21]([CH3:25])[CH2:22][CH2:23][NH:24][C:17]([C:6]1[C:7]2[N:11]=[C:10]([C:12]3[S:13][CH:14]=[CH:15][CH:16]=3)[NH:9][C:8]=2[C:3]([O:2][CH3:1])=[CH:4][CH:5]=1)=[O:19], predict the reactants needed to synthesize it. (3) Given the product [CH2:1]([NH:5][C:6]1[CH:14]=[CH:13][C:12]([F:15])=[CH:11][C:7]=1[C:8]([NH:21][C:17]([CH3:18])([C:19]#[CH:20])[CH3:16])=[O:10])[CH2:2][CH2:3][CH3:4], predict the reactants needed to synthesize it. The reactants are: [CH2:1]([NH:5][C:6]1[CH:14]=[CH:13][C:12]([F:15])=[CH:11][C:7]=1[C:8]([OH:10])=O)[CH2:2][CH2:3][CH3:4].[CH3:16][C:17]([NH2:21])([C:19]#[CH:20])[CH3:18].C1C=CC2N(O)N=NC=2C=1.CCN=C=NCCCN(C)C.CCN(C(C)C)C(C)C. (4) Given the product [C:13]([CH:12]1[CH2:27][C:26](=[O:28])[NH:25][CH:24]([C:20]2[CH:21]=[CH:22][CH:23]=[C:18]([Cl:17])[CH:19]=2)[C:6]21[C:5]1[C:9](=[CH:10][C:2]([Cl:1])=[CH:3][CH:4]=1)[NH:8][C:7]2=[O:11])([CH3:16])([CH3:15])[CH3:14], predict the reactants needed to synthesize it. The reactants are: [Cl:1][C:2]1[CH:10]=[C:9]2[C:5](/[C:6](=[CH:12]\[C:13]([CH3:16])([CH3:15])[CH3:14])/[C:7](=[O:11])[NH:8]2)=[CH:4][CH:3]=1.[Cl:17][C:18]1[CH:19]=[C:20]([CH:24]=[N:25][C:26]([O:28][Si](C)(C)C)=[CH2:27])[CH:21]=[CH:22][CH:23]=1. (5) Given the product [Br:13][C:14]1[CH:15]=[C:16]([C:17]([N:10]2[CH2:9][CH2:8][N:7]([C:2]3[CH:3]=[CH:4][CH:5]=[CH:6][N:1]=3)[CH2:12][CH2:11]2)=[O:18])[CH:20]=[CH:21][C:22]=1[O:23][CH3:24], predict the reactants needed to synthesize it. The reactants are: [N:1]1[CH:6]=[CH:5][CH:4]=[CH:3][C:2]=1[N:7]1[CH2:12][CH2:11][NH:10][CH2:9][CH2:8]1.[Br:13][C:14]1[CH:15]=[C:16]([CH:20]=[CH:21][C:22]=1[O:23][CH3:24])[C:17](O)=[O:18].CCN(C(C)C)C(C)C.C1C=CC2N(O)N=NC=2C=1.Cl.CN(C)CCCN=C=NCC.